This data is from Catalyst prediction with 721,799 reactions and 888 catalyst types from USPTO. The task is: Predict which catalyst facilitates the given reaction. (1) Reactant: [CH2:1]([CH:5]1[CH2:9][NH:8]C(=O)[C@H:6]1[C:11]([OH:13])=[O:12])[CH:2]([CH3:4])[CH3:3].Cl.O. Product: [CH3:4][CH:2]([CH2:1][C@H:5]([CH2:9][NH2:8])[CH2:6][C:11]([OH:13])=[O:12])[CH3:3]. The catalyst class is: 52. (2) Reactant: [C:1]([NH:8][C@H:9]([C:18]([OH:20])=O)[CH2:10][C:11]1[CH:16]=[CH:15][CH:14]=[C:13]([F:17])[CH:12]=1)([O:3][C:4]([CH3:7])([CH3:6])[CH3:5])=[O:2].C1N=C[N:23]([C:26](N2C=NC=C2)=[O:27])C=1.[C:33](=O)=O.Cl.CNOC.C(N(CC)CC)C.C(O)(=O)CC(CC(O)=O)(C(O)=O)O. Product: [C:4]([O:3][C:1](=[O:2])[NH:8][C@H:9]([C:18](=[O:20])[NH:23][CH2:26][O:27][CH3:33])[CH2:10][C:11]1[CH:16]=[CH:15][CH:14]=[C:13]([F:17])[CH:12]=1)([CH3:5])([CH3:6])[CH3:7]. The catalyst class is: 4.